From a dataset of Reaction yield outcomes from USPTO patents with 853,638 reactions. Predict the reaction yield, written as a fraction of the theoretical maximum amount of product (1.0 means a 100% yield; for example, 0.34 means a 34% yield). (1) The reactants are [Br:1][C:2]1[CH:16]=[C:15](/[CH:17]=[CH:18]/[CH:19]([C:24]2[CH:29]=[C:28]([Cl:30])[C:27]([Cl:31])=[C:26]([Cl:32])[CH:25]=2)[C:20]([F:23])([F:22])[F:21])[CH:14]=[CH:13][C:3]=1[C:4]([NH:6][CH:7]1[CH2:12][CH2:11][NH:10][CH2:9][CH2:8]1)=[O:5].[O:33]1[CH2:36][C:35](=O)[CH2:34]1.C(O)(=O)C.[BH3-]C#N.[Na+]. The catalyst is CO.C(OCC)(=O)C. The product is [Br:1][C:2]1[CH:16]=[C:15](/[CH:17]=[CH:18]/[CH:19]([C:24]2[CH:25]=[C:26]([Cl:32])[C:27]([Cl:31])=[C:28]([Cl:30])[CH:29]=2)[C:20]([F:23])([F:21])[F:22])[CH:14]=[CH:13][C:3]=1[C:4]([NH:6][CH:7]1[CH2:12][CH2:11][N:10]([CH:35]2[CH2:36][O:33][CH2:34]2)[CH2:9][CH2:8]1)=[O:5]. The yield is 0.230. (2) The reactants are [ClH:1].[CH3:2][C:3]([CH3:29])([CH3:28])[C:4]([C:6]1[N:10]2[CH2:11][CH2:12][N:13]([CH3:27])[C:14]3([CH2:19][CH2:18][N:17](C(OC(C)(C)C)=O)[CH2:16][CH2:15]3)[C:9]2=[CH:8][CH:7]=1)=[O:5]. The catalyst is C(Cl)Cl. The product is [ClH:1].[ClH:1].[CH3:2][C:3]([CH3:29])([CH3:28])[C:4]([C:6]1[N:10]2[CH2:11][CH2:12][N:13]([CH3:27])[C:14]3([CH2:19][CH2:18][NH:17][CH2:16][CH2:15]3)[C:9]2=[CH:8][CH:7]=1)=[O:5]. The yield is 0.990. (3) The reactants are [CH:1]([C:3]1[NH:4][C:5]([CH3:11])=[CH:6][C:7]=1[C:8]([OH:10])=O)=[O:2].[CH3:12][C@H:13]1[CH2:18][NH:17][CH2:16][C@@H:15]([CH3:19])[NH:14]1. No catalyst specified. The product is [CH3:12][C@H:13]1[NH:14][C@@H:15]([CH3:19])[CH2:16][N:17]([C:8]([C:7]2[CH:6]=[C:5]([CH3:11])[NH:4][C:3]=2[CH:1]=[O:2])=[O:10])[CH2:18]1. The yield is 0.740. (4) The reactants are C([O:3][C:4](=[O:28])[CH:5]([C:10]1[CH:11]=[C:12]([C:21]2[CH:26]=[CH:25][CH:24]=[C:23]([F:27])[CH:22]=2)[C:13]([O:16][CH2:17][CH:18]2[CH2:20][CH2:19]2)=[CH:14][CH:15]=1)[CH2:6][CH:7]([CH3:9])[CH3:8])C.O.[OH-].[Li+]. The catalyst is CO.C1COCC1.O. The product is [CH:18]1([CH2:17][O:16][C:13]2[C:12]([C:21]3[CH:26]=[CH:25][CH:24]=[C:23]([F:27])[CH:22]=3)=[CH:11][C:10]([CH:5]([CH2:6][CH:7]([CH3:9])[CH3:8])[C:4]([OH:28])=[O:3])=[CH:15][CH:14]=2)[CH2:19][CH2:20]1. The yield is 0.750.